Dataset: Forward reaction prediction with 1.9M reactions from USPTO patents (1976-2016). Task: Predict the product of the given reaction. (1) The product is: [CH2:11]([N:12]([CH2:27][C:28]1[CH:29]=[CH:30][C:21]([CH2:14][CH2:13][N:40]2[CH2:45][CH2:44][CH2:43][CH2:42][CH2:41]2)=[CH:22][CH:23]=1)[C:13]1[CH:18]=[C:17]([O:19][CH3:20])[CH:16]=[CH:15][C:14]=1[CH:21]1[CH2:22][CH2:23][C:28]2[CH:27]=[C:26]([OH:31])[CH:25]=[CH:24][C:29]=2[CH2:30]1)[CH3:10]. Given the reactants C(CC1C=CC(C[CH2:10][CH2:11][NH:12][C:13]2[CH:18]=[C:17]([O:19][CH3:20])[CH:16]=[CH:15][C:14]=2[CH:21]2[CH2:30][CH2:29][C:28]3[CH:27]=[C:26]([O:31]C(=O)C(C)(C)C)[CH:25]=[CH:24][C:23]=3[CH2:22]2)=CC=1)(O)=O.[NH:40]1[CH2:45][CH2:44][CH2:43][CH2:42][CH2:41]1, predict the reaction product. (2) Given the reactants [F:1][C:2]1[CH:3]=[C:4]([C:10]2[CH:11]=[CH:12][C:13](=[O:16])[NH:14][N:15]=2)[CH:5]=[C:6]([F:9])[C:7]=1[F:8].O[CH2:18][C:19]1[CH:20]=[C:21]([C:25]2[N:30]=[CH:29][C:28](/[CH:31]=[CH:32]/[C:33]([O:35][CH3:36])=[O:34])=[CH:27][N:26]=2)[CH:22]=[CH:23][CH:24]=1.C1(P(C2C=CC=CC=2)C2C=CC=CC=2)C=CC=CC=1.N(C(OCC)=O)=NC(OCC)=O, predict the reaction product. The product is: [O:16]=[C:13]1[N:14]([CH2:18][C:19]2[CH:20]=[C:21]([C:25]3[N:26]=[CH:27][C:28](/[CH:31]=[CH:32]/[C:33]([O:35][CH3:36])=[O:34])=[CH:29][N:30]=3)[CH:22]=[CH:23][CH:24]=2)[N:15]=[C:10]([C:4]2[CH:5]=[C:6]([F:9])[C:7]([F:8])=[C:2]([F:1])[CH:3]=2)[CH:11]=[CH:12]1. (3) Given the reactants [C:1]1([CH3:20])[CH:6]=[CH:5][CH:4]=[C:3]([C:7]#[C:8][C:9]2[C:10]3[O:17][C:16]([CH:18]=O)=[CH:15][C:11]=3[CH:12]=[N:13][CH:14]=2)[CH:2]=1.[S:21]1[CH2:27][C:25](=[O:26])[NH:24][C:22]1=[S:23].C([O-])(=O)C.[Na+], predict the reaction product. The product is: [S:23]=[C:22]1[NH:24][C:25](=[O:26])[CH:27]([CH2:18][C:16]2[O:17][C:10]3[C:9]([C:8]#[C:7][C:3]4[CH:2]=[C:1]([CH3:20])[CH:6]=[CH:5][CH:4]=4)=[CH:14][N:13]=[CH:12][C:11]=3[CH:15]=2)[S:21]1. (4) Given the reactants [CH3:1][N:2]1[CH:6]=[CH:5][C:4]([CH3:7])=[C:3]1[C:8]1[N:12]([C:13]2[CH:18]=[CH:17][C:16]([O:19]C)=[CH:15][C:14]=2[F:21])[N:11]=[C:10]([CH3:22])[C:9]=1[C:23]#[N:24].B(Br)(Br)Br, predict the reaction product. The product is: [CH3:1][N:2]1[CH:6]=[CH:5][C:4]([CH3:7])=[C:3]1[C:8]1[N:12]([C:13]2[CH:18]=[CH:17][C:16]([OH:19])=[CH:15][C:14]=2[F:21])[N:11]=[C:10]([CH3:22])[C:9]=1[C:23]#[N:24]. (5) Given the reactants COCCOC[O:7][C:8]1[CH:9]=[C:10]([C:18]2[CH:30]=[CH:29][C:21]3[N:22]=[C:23]([NH:25][C:26](=[O:28])[CH3:27])[S:24][C:20]=3[CH:19]=2)[CH:11]=[N:12][C:13]=1[C:14]([F:17])([F:16])[F:15].Cl, predict the reaction product. The product is: [OH:7][C:8]1[CH:9]=[C:10]([C:18]2[CH:30]=[CH:29][C:21]3[N:22]=[C:23]([NH:25][C:26](=[O:28])[CH3:27])[S:24][C:20]=3[CH:19]=2)[CH:11]=[N:12][C:13]=1[C:14]([F:15])([F:16])[F:17]. (6) Given the reactants [CH2:1]([OH:5])[CH2:2][C:3]#[CH:4].[CH:6]([O:8][CH2:9][CH3:10])=[CH2:7].C1(C)C=CC(S([O-])(=O)=O)=CC=1.[NH+]1C=CC=CC=1, predict the reaction product. The product is: [CH2:6]([O:8][CH:9]([O:5][CH2:1][CH2:2][C:3]#[CH:4])[CH3:10])[CH3:7]. (7) Given the reactants [F:1][C:2]1[CH:10]=[CH:9][C:8]2[C:7](=[CH2:11])[CH2:6][CH2:5][C:4]=2[C:3]=1[C:12]#[N:13].B.C1C[O:18]CC1.[OH-].[Na+].OO, predict the reaction product. The product is: [F:1][C:2]1[CH:10]=[CH:9][C:8]2[CH:7]([CH2:11][OH:18])[CH2:6][CH2:5][C:4]=2[C:3]=1[C:12]#[N:13]. (8) The product is: [CH3:50][O:49][C:47]([C:39]1[CH:40]=[C:41]([C:4]2[CH:5]=[CH:6][C:7]([CH:8]([CH3:28])[C:9]([C:15]3[CH:16]=[CH:17][C:18]4[O:23][CH2:22][C:21](=[O:24])[N:20]([CH2:25][CH3:26])[C:19]=4[CH:27]=3)([OH:14])[C:10]([F:11])([F:12])[F:13])=[C:2]([Cl:1])[CH:3]=2)[CH:42]=[CH:43][C:38]=1[Cl:37])=[O:48]. Given the reactants [Cl:1][C:2]1[CH:3]=[C:4](OS(C(F)(F)F)(=O)=O)[CH:5]=[CH:6][C:7]=1[CH:8]([CH3:28])[C:9]([C:15]1[CH:16]=[CH:17][C:18]2[O:23][CH2:22][C:21](=[O:24])[N:20]([CH2:25][CH3:26])[C:19]=2[CH:27]=1)([OH:14])[C:10]([F:13])([F:12])[F:11].[Cl:37][C:38]1[CH:43]=[CH:42][C:41](B(O)O)=[CH:40][C:39]=1[C:47]([O:49][CH2:50]C)=[O:48], predict the reaction product. (9) Given the reactants Br[C@H:2]1[C@H:11](O)[C:10]2[C:5](=[CH:6][CH:7]=[C:8]([Br:13])[CH:9]=2)[O:4][CH2:3]1.[OH-:14].[NH4+:15], predict the reaction product. The product is: [NH2:15][C@@H:11]1[C:10]2[C:5](=[CH:6][CH:7]=[C:8]([Br:13])[CH:9]=2)[O:4][CH2:3][C@H:2]1[OH:14].